Dataset: Reaction yield outcomes from USPTO patents with 853,638 reactions. Task: Predict the reaction yield, written as a fraction of the theoretical maximum amount of product (1.0 means a 100% yield; for example, 0.34 means a 34% yield). (1) The reactants are [CH3:1][C:2]1[O:6][C:5]([CH:7]=[O:8])=[CH:4][CH:3]=1.CC(=CC)C.P([O-])(O)(O)=[O:15].[Na+].Cl([O-])=O.[Na+].Cl. The catalyst is CC(O)(C)C.O. The product is [CH3:1][C:2]1[O:6][C:5]([C:7]([OH:15])=[O:8])=[CH:4][CH:3]=1. The yield is 0.240. (2) The reactants are Br[C:2]1[N:7]=[C:6]([C:8]([C:10]2[S:14][C:13]([NH:15][C:16]([C:18]3[CH:23]=[CH:22][N:21]=[CH:20][CH:19]=3)=[O:17])=[N:12][C:11]=2[C:24]2[O:25][CH:26]=[CH:27][CH:28]=2)=[O:9])[CH:5]=[CH:4][CH:3]=1.[NH:29]1[CH2:34][CH2:33][O:32][CH2:31][CH2:30]1. The catalyst is O1CCOCC1. The product is [O:25]1[CH:26]=[CH:27][CH:28]=[C:24]1[C:11]1[N:12]=[C:13]([NH:15][C:16]([C:18]2[CH:23]=[CH:22][N:21]=[CH:20][CH:19]=2)=[O:17])[S:14][C:10]=1[C:8]([C:6]1[CH:5]=[CH:4][CH:3]=[C:2]([N:29]2[CH2:34][CH2:33][O:32][CH2:31][CH2:30]2)[N:7]=1)=[O:9]. The yield is 0.230.